This data is from Peptide-MHC class I binding affinity with 185,985 pairs from IEDB/IMGT. The task is: Regression. Given a peptide amino acid sequence and an MHC pseudo amino acid sequence, predict their binding affinity value. This is MHC class I binding data. (1) The MHC is HLA-A68:02 with pseudo-sequence HLA-A68:02. The peptide sequence is YLVSIFLHL. The binding affinity (normalized) is 0.390. (2) The peptide sequence is RSELNMFFM. The MHC is Mamu-A01 with pseudo-sequence Mamu-A01. The binding affinity (normalized) is 0.543. (3) The peptide sequence is WMGYELWPTK. The MHC is Mamu-B08 with pseudo-sequence Mamu-B08. The binding affinity (normalized) is 0.